Dataset: Forward reaction prediction with 1.9M reactions from USPTO patents (1976-2016). Task: Predict the product of the given reaction. (1) Given the reactants [Cl:1][CH2:2][CH2:3][CH2:4][N:5]1[CH:10]=[C:9]([C:11]2[S:12][CH:13]=[CH:14][CH:15]=2)[C:8](=[O:16])[NH:7][C:6]1=[O:17].Cl.[Cl:19][C:20]1[CH:21]=[C:22]2[C:30](=[CH:31][CH:32]=1)[C:25]1([CH2:29][CH2:28][NH:27][CH2:26]1)[CH2:24][CH2:23]2.C(=O)([O-])[O-].[K+].[K+].[I-].[Na+], predict the reaction product. The product is: [ClH:1].[Cl:19][C:20]1[CH:21]=[C:22]2[C:30](=[CH:31][CH:32]=1)[C:25]1([CH2:29][CH2:28][N:27]([CH2:2][CH2:3][CH2:4][N:5]3[CH:10]=[C:9]([C:11]4[S:12][CH:13]=[CH:14][CH:15]=4)[C:8](=[O:16])[NH:7][C:6]3=[O:17])[CH2:26]1)[CH2:24][CH2:23]2. (2) Given the reactants [NH2:1][C@H:2]([CH2:6][CH3:7])[C:3](O)=O.S(Cl)([Cl:10])=O.C([NH:22][CH2:23][C:24](O)=O)(OCC1C=CC=CC=1)=O.O.ON1C2C=CC=CC=2N=N1.[ClH:38].CN(C)CCCN=C=NCC.C(N(CC)CC)C.[H][H].B.O1CCCC1, predict the reaction product. The product is: [ClH:10].[ClH:38].[CH2:6]([C@@H:2]1[CH2:3][NH:22][CH2:23][CH2:24][NH:1]1)[CH3:7]. (3) Given the reactants [OH:1][C@@H:2]([C:6]1[CH:7]=[C:8]([F:25])[C:9]([N:12]2[CH2:17][CH2:16][N:15](C(OC(C)(C)C)=O)[CH2:14][CH2:13]2)=[N:10][CH:11]=1)[C@@H:3]([OH:5])[CH3:4].Cl.O1CCOCC1.C(OCC)C, predict the reaction product. The product is: [F:25][C:8]1[CH:7]=[C:6]([C@H:2]([OH:1])[C@@H:3]([OH:5])[CH3:4])[CH:11]=[N:10][C:9]=1[N:12]1[CH2:13][CH2:14][NH:15][CH2:16][CH2:17]1. (4) Given the reactants [NH2:1][C:2]1[CH:7]=[C:6]([C:8]([F:11])([F:10])[F:9])[CH:5]=[CH:4][C:3]=1[SH:12].[Cl:13][C:14]1[CH:19]=[CH:18][C:17]([CH:20]2[CH2:26][C:25](=O)[O:24][C:22](=[O:23])[CH2:21]2)=[CH:16][CH:15]=1, predict the reaction product. The product is: [F:11][C:8]([F:9])([F:10])[C:6]1[CH:5]=[CH:4][C:3]2[S:12][C:25]([CH2:26][CH:20]([C:17]3[CH:16]=[CH:15][C:14]([Cl:13])=[CH:19][CH:18]=3)[CH2:21][C:22]([OH:24])=[O:23])=[N:1][C:2]=2[CH:7]=1. (5) Given the reactants [O:1]=[C:2]1[CH2:7][C:6](=[O:8])[CH2:5][CH2:4][N:3]1[C:9]([O:11][C:12]([CH3:15])([CH3:14])[CH3:13])=[O:10].[Br:16]N1C(=O)CCC1=O, predict the reaction product. The product is: [Br:16][CH:7]1[C:6](=[O:8])[CH2:5][CH2:4][N:3]([C:9]([O:11][C:12]([CH3:15])([CH3:14])[CH3:13])=[O:10])[C:2]1=[O:1].